This data is from Full USPTO retrosynthesis dataset with 1.9M reactions from patents (1976-2016). The task is: Predict the reactants needed to synthesize the given product. (1) Given the product [CH3:1][C@H:2]1[O:6][C:5](=[O:7])[N:4]([CH2:8][C:9]2[CH:14]=[CH:13][C:12]([CH2:15][CH2:16][C:17]3[CH:22]=[CH:21][CH:20]=[CH:19][CH:18]=3)=[CH:11][CH:10]=2)[CH2:3]1, predict the reactants needed to synthesize it. The reactants are: [CH3:1][C@H:2]1[O:6][C:5](=[O:7])[N:4]([CH2:8][C:9]2[CH:14]=[CH:13][C:12](/[CH:15]=[CH:16]/[C:17]3[CH:22]=[CH:21][CH:20]=[CH:19][CH:18]=3)=[CH:11][CH:10]=2)[CH2:3]1.[H][H]. (2) Given the product [CH2:1]([O:3][C:4]1[CH:13]=[C:12]([OH:14])[CH:11]=[C:10]2[C:5]=1[C:6](=[O:24])[N:7]([C:16]1[CH:21]=[CH:20][C:19]([OH:22])=[CH:18][CH:17]=1)[CH:8]=[N:9]2)[CH3:2], predict the reactants needed to synthesize it. The reactants are: [CH2:1]([O:3][C:4]1[CH:13]=[C:12]([O:14]C)[CH:11]=[C:10]2[C:5]=1[C:6](=[O:24])[N:7]([C:16]1[CH:21]=[CH:20][C:19]([O:22]C)=[CH:18][CH:17]=1)[CH:8]=[N:9]2)[CH3:2].C([S-])C.[Na+].Cl. (3) Given the product [O:1]([CH2:2][C@H:3]1[CH2:5][C@@H:4]1[C:6]([NH:8][C@@H:9]([C:11]1[CH:16]=[CH:15][C:14]([O:17][CH2:18][C:19]([F:22])([F:20])[F:21])=[CH:13][N:12]=1)[CH3:10])=[O:7])[C:23]1[CH:28]=[CH:27][CH:26]=[CH:25][CH:24]=1, predict the reactants needed to synthesize it. The reactants are: [OH:1][CH2:2][C@H:3]1[CH2:5][C@@H:4]1[C:6]([NH:8][C@@H:9]([C:11]1[CH:16]=[CH:15][C:14]([O:17][CH2:18][C:19]([F:22])([F:21])[F:20])=[CH:13][N:12]=1)[CH3:10])=[O:7].[C:23]1(O)[CH:28]=[CH:27][CH:26]=[CH:25][CH:24]=1.C1(P(C2C=CC=CC=2)C2C=CC=CC=2)C=CC=CC=1.N(C(OC(C)(C)C)=O)=NC(OC(C)(C)C)=O. (4) Given the product [ClH:1].[ClH:33].[CH:20]1([NH:27][C:2]2[N:7]3[N:8]=[C:9]([NH:11][C:12](=[O:19])[C:13]4[CH:18]=[CH:17][CH:16]=[N:15][CH:14]=4)[N:10]=[C:6]3[CH:5]=[CH:4][CH:3]=2)[CH2:26][CH2:25][CH2:24][CH2:23][CH2:22][CH2:21]1, predict the reactants needed to synthesize it. The reactants are: [Cl:1][C:2]1[N:7]2[N:8]=[C:9]([NH:11][C:12](=[O:19])[C:13]3[CH:18]=[CH:17][CH:16]=[N:15][CH:14]=3)[N:10]=[C:6]2[CH:5]=[CH:4][CH:3]=1.[CH:20]1([NH2:27])[CH2:26][CH2:25][CH2:24][CH2:23][CH2:22][CH2:21]1.CCOCC.[ClH:33]. (5) Given the product [C:1]([O:5][C:6]([NH:8][CH2:9][C@H:10]1[CH2:15][CH2:14][C@H:13]([C:16]([NH:18][C@H:19]([C:37](=[O:50])[NH:38][C:39]2[CH:44]=[CH:43][C:42]([C:45]3[N:46]=[N:47][NH:48][N:49]=3)=[CH:41][CH:40]=2)[CH2:20][C:21]2[CH:26]=[CH:25][C:24]([C:27]3[CH:32]=[CH:31][C:30]([F:33])=[C:29]([C:34]([NH:51][CH:52]4[CH2:53][CH2:54][N:55]([C:58]([O:60][C:61]([CH3:64])([CH3:63])[CH3:62])=[O:59])[CH2:56][CH2:57]4)=[O:35])[CH:28]=3)=[CH:23][CH:22]=2)=[O:17])[CH2:12][CH2:11]1)=[O:7])([CH3:4])([CH3:2])[CH3:3], predict the reactants needed to synthesize it. The reactants are: [C:1]([O:5][C:6]([NH:8][CH2:9][C@H:10]1[CH2:15][CH2:14][C@H:13]([C:16]([NH:18][C@H:19]([C:37](=[O:50])[NH:38][C:39]2[CH:44]=[CH:43][C:42]([C:45]3[N:46]=[N:47][NH:48][N:49]=3)=[CH:41][CH:40]=2)[CH2:20][C:21]2[CH:26]=[CH:25][C:24]([C:27]3[CH:32]=[CH:31][C:30]([F:33])=[C:29]([C:34](O)=[O:35])[CH:28]=3)=[CH:23][CH:22]=2)=[O:17])[CH2:12][CH2:11]1)=[O:7])([CH3:4])([CH3:3])[CH3:2].[NH2:51][CH:52]1[CH2:57][CH2:56][N:55]([C:58]([O:60][C:61]([CH3:64])([CH3:63])[CH3:62])=[O:59])[CH2:54][CH2:53]1.C(N(CC)C(C)C)(C)C.F[P-](F)(F)(F)(F)F.CN(C(N(C)C)=[N+]1C2C(=NC=CC=2)[N+]([O-])=N1)C. (6) Given the product [F:24][C:19]1[CH:20]=[CH:21][CH:22]=[CH:23][C:18]=1[CH2:17][O:16][C:13]1[CH:14]=[CH:15][C:10]([C@@H:7]2[NH:6][C@:5]([CH2:35][O:36][CH3:37])([C:3]([N:2]([CH3:1])[CH3:38])=[O:4])[CH2:9][CH2:8]2)=[CH:11][CH:12]=1, predict the reactants needed to synthesize it. The reactants are: [CH3:1][N:2]([CH3:38])[C:3]([C@:5]1([CH2:35][O:36][CH3:37])[CH2:9][CH2:8][C@H:7]([C:10]2[CH:15]=[CH:14][C:13]([O:16][CH2:17][C:18]3[CH:23]=[CH:22][CH:21]=[CH:20][C:19]=3[F:24])=[CH:12][CH:11]=2)[N:6]1C(OCC1C=CC=CC=1)=O)=[O:4]. (7) Given the product [O:9]1[C:18]2[C:13](=[CH:14][C:15]([C:5](=[O:6])[CH3:7])=[CH:16][CH:17]=2)[CH2:12][CH2:11][CH2:10]1, predict the reactants needed to synthesize it. The reactants are: [Al+3].[Cl-].[Cl-].[Cl-].[C:5](Cl)([CH3:7])=[O:6].[O:9]1[C:18]2[C:13](=[CH:14][CH:15]=[CH:16][CH:17]=2)[CH2:12][CH2:11][CH2:10]1. (8) Given the product [F:24][C@H:25]1[C@@H:30]([O:31][C:32]2[CH:39]=[CH:38][C:37]([C:40]3[N:45]=[C:44]([NH:46][C:47]4[CH:48]=[N:49][N:50]([CH3:54])[C:51]=4[CH2:52][OH:53])[N:43]=[CH:42][N:41]=3)=[CH:36][C:33]=2[C:34]#[N:35])[CH2:29][CH2:28][N:27]([C:55](=[O:59])[C@@H:56]([OH:57])[CH3:58])[CH2:26]1, predict the reactants needed to synthesize it. The reactants are: OCC1N(C)N=CC=1NC1N=CN=C(C2C=CC=C(C=2)C#N)N=1.[F:24][C@H:25]1[C@@H:30]([O:31][C:32]2[CH:39]=[CH:38][C:37]([C:40]3[N:45]=[C:44]([NH:46][C:47]4[CH:48]=[N:49][N:50]([CH3:54])[C:51]=4[CH2:52][OH:53])[N:43]=[CH:42][N:41]=3)=[CH:36][C:33]=2[C:34]#[N:35])[CH2:29][CH2:28][NH:27][CH2:26]1.[C:55](O)(=[O:59])[C@H:56]([CH3:58])[OH:57].C(N(CC)C(C)C)(C)C.CN(C(ON1N=NC2C=CC=NC1=2)=[N+](C)C)C.F[P-](F)(F)(F)(F)F. (9) Given the product [CH:23]1([N:9]([CH:6]2[CH2:5][CH2:4][N:3]([C:1]3[O:26][N:27]=[C:28]([CH2:29][O:30][CH3:31])[N:2]=3)[CH2:8][CH2:7]2)[C:10](=[O:22])[C:11]2[CH:12]=[CH:13][C:14]([C:17]3[O:21][CH:20]=[N:19][CH:18]=3)=[CH:15][CH:16]=2)[CH2:25][CH2:24]1, predict the reactants needed to synthesize it. The reactants are: [C:1]([N:3]1[CH2:8][CH2:7][CH:6]([N:9]([CH:23]2[CH2:25][CH2:24]2)[C:10](=[O:22])[C:11]2[CH:16]=[CH:15][C:14]([C:17]3[O:21][CH:20]=[N:19][CH:18]=3)=[CH:13][CH:12]=2)[CH2:5][CH2:4]1)#[N:2].[OH:26][NH:27][C:28](=N)[CH2:29][O:30][CH3:31].